From a dataset of Peptide-MHC class II binding affinity with 134,281 pairs from IEDB. Regression. Given a peptide amino acid sequence and an MHC pseudo amino acid sequence, predict their binding affinity value. This is MHC class II binding data. The peptide sequence is VDVFKLWLMWRAKGTTGFEAH. The MHC is DRB1_0701 with pseudo-sequence DRB1_0701. The binding affinity (normalized) is 0.147.